From a dataset of Forward reaction prediction with 1.9M reactions from USPTO patents (1976-2016). Predict the product of the given reaction. (1) Given the reactants [CH3:1][NH:2][CH2:3][CH2:4][N:5]([CH2:11][C:12]1[CH:13]=[C:14]([CH:48]=[CH:49][CH:50]=1)[C:15]([NH:17][C:18]1[S:19][C:20]2[CH2:47][CH2:46][CH2:45][CH2:44][C:21]=2[C:22]=1[C:23]([NH:25][C:26]1[CH:31]=[CH:30][C:29]([CH2:32][CH2:33][C:34]2[CH:43]=[CH:42][C:37]([C:38]([O:40][CH3:41])=[O:39])=[CH:36][CH:35]=2)=[CH:28][CH:27]=1)=[O:24])=[O:16])[CH:6]([CH2:9][CH3:10])[CH2:7][CH3:8].Br[CH2:52][C:53]1[CH:54]=[C:55]([CH:60]=[CH:61][CH:62]=1)[C:56]([O:58][CH3:59])=[O:57], predict the reaction product. The product is: [CH3:41][O:40][C:38]([C:37]1[CH:36]=[CH:35][C:34]([CH2:33][CH2:32][C:29]2[CH:30]=[CH:31][C:26]([NH:25][C:23]([C:22]3[C:21]4[CH2:44][CH2:45][CH2:46][CH2:47][C:20]=4[S:19][C:18]=3[NH:17][C:15]([C:14]3[CH:13]=[C:12]([CH:50]=[CH:49][CH:48]=3)[CH2:11][N:5]([CH:6]([CH2:7][CH3:8])[CH2:9][CH3:10])[CH2:4][CH2:3][N:2]([CH2:52][C:53]3[CH:54]=[C:55]([CH:60]=[CH:61][CH:62]=3)[C:56]([O:58][CH3:59])=[O:57])[CH3:1])=[O:16])=[O:24])=[CH:27][CH:28]=2)=[CH:43][CH:42]=1)=[O:39]. (2) Given the reactants [CH:1]1[C:14]2[CH:13]([C:15]([O:17][CH3:18])=[O:16])[C:12]3[C:7](=[CH:8][CH:9]=[CH:10][CH:11]=3)[O:6][C:5]=2[CH:4]=[CH:3][CH:2]=1.[Li+].[CH3:20]C([N-]C(C)C)C.IC.[Cl-].[NH4+], predict the reaction product. The product is: [CH3:20][C:13]1([C:15]([O:17][CH3:18])=[O:16])[C:14]2[CH:1]=[CH:2][CH:3]=[CH:4][C:5]=2[O:6][C:7]2[C:12]1=[CH:11][CH:10]=[CH:9][CH:8]=2.